Task: Predict the product of the given reaction.. Dataset: Forward reaction prediction with 1.9M reactions from USPTO patents (1976-2016) Given the reactants Cl[C:2]1[C:11]2[C:6](=[CH:7][CH:8]=[C:9]([N:12]3[CH2:17][CH2:16][N:15]([C:18](=[O:20])[CH3:19])[CH2:14][CH2:13]3)[CH:10]=2)[CH:5]=[N:4][CH:3]=1.[CH3:21][N:22]1[CH:26]=[C:25]([C:27]2[CH:32]=[CH:31][C:30](B3OC(C)(C)C(C)(C)O3)=[CH:29][CH:28]=2)[CH:24]=[N:23]1.C(#N)C.C(=O)([O-])[O-].[Na+].[Na+], predict the reaction product. The product is: [CH3:21][N:22]1[CH:26]=[C:25]([C:27]2[CH:28]=[CH:29][C:30]([C:2]3[C:11]4[C:6](=[CH:7][CH:8]=[C:9]([N:12]5[CH2:17][CH2:16][N:15]([C:18](=[O:20])[CH3:19])[CH2:14][CH2:13]5)[CH:10]=4)[CH:5]=[N:4][CH:3]=3)=[CH:31][CH:32]=2)[CH:24]=[N:23]1.